Regression/Classification. Given a drug SMILES string, predict its toxicity properties. Task type varies by dataset: regression for continuous values (e.g., LD50, hERG inhibition percentage) or binary classification for toxic/non-toxic outcomes (e.g., AMES mutagenicity, cardiotoxicity, hepatotoxicity). Dataset: herg_karim. From a dataset of hERG potassium channel inhibition data for cardiac toxicity prediction from Karim et al.. The drug is CC1(C)[C@H](Nc2c(C(N)=O)cnn3cc(-c4ccccc4)cc23)CC[C@]1(C)N. The result is 1 (blocker).